From a dataset of Catalyst prediction with 721,799 reactions and 888 catalyst types from USPTO. Predict which catalyst facilitates the given reaction. (1) Product: [NH2:22][C@@:23]1([CH3:44])[CH2:27][CH2:26][C@@H:25]([NH:28][C:29]2[C:30]3[N:31]([CH:38]=[C:39]([C:7]4[CH:8]=[CH:9][N:4]([CH2:3][C:2]([OH:1])([CH3:20])[CH3:21])[C:5](=[O:19])[CH:6]=4)[CH:40]=3)[N:32]=[CH:33][C:34]=2[C:35]([NH2:37])=[O:36])[C:24]1([CH3:43])[CH3:42]. Reactant: [OH:1][C:2]([CH3:21])([CH3:20])[CH2:3][N:4]1[CH:9]=[CH:8][C:7](B2OC(C)(C)C(C)(C)O2)=[CH:6][C:5]1=[O:19].[NH2:22][C@@:23]1([CH3:44])[CH2:27][CH2:26][C@@H:25]([NH:28][C:29]2[C:30]3[N:31]([CH:38]=[C:39](Br)[CH:40]=3)[N:32]=[CH:33][C:34]=2[C:35]([NH2:37])=[O:36])[C:24]1([CH3:43])[CH3:42].C1(P(C2CCCCC2)C2C=CC=CC=2C2C(C(C)C)=CC(C(C)C)=CC=2C(C)C)CCCCC1.[O-]P([O-])([O-])=O.[K+].[K+].[K+]. The catalyst class is: 231. (2) Reactant: [F:1][C:2]([F:16])([F:15])[O:3][C:4]1[CH:9]=[CH:8][C:7]([CH:10]=[CH:11][C:12](O)=[O:13])=[CH:6][CH:5]=1.C(Cl)(=O)C(Cl)=O.[NH3:23]. Product: [F:1][C:2]([F:16])([F:15])[O:3][C:4]1[CH:9]=[CH:8][C:7]([CH:10]=[CH:11][C:12]([NH2:23])=[O:13])=[CH:6][CH:5]=1. The catalyst class is: 213. (3) Reactant: [Br:1][C:2]1[CH:11]=[CH:10][C:9]([CH:12](Br)Br)=[C:8]2[C:3]=1[CH:4]=[CH:5][CH:6]=[N:7]2.CC(C)=[O:17]. Product: [Br:1][C:2]1[CH:11]=[CH:10][C:9]([CH:12]=[O:17])=[C:8]2[C:3]=1[CH:4]=[CH:5][CH:6]=[N:7]2. The catalyst class is: 716. (4) Reactant: [CH2:1]([O:3][C:4]([C:6]1[S:10][C:9]([NH:11][C:12]2[CH:17]=[C:16]([CH:18]=O)[CH:15]=[CH:14][C:13]=2[N+:20]([O-:22])=[O:21])=[N:8][C:7]=1[C:23]1[CH:28]=[CH:27][CH:26]=[CH:25][CH:24]=1)=[O:5])[CH3:2].[CH3:29][N:30]1[CH2:35][CH2:34][NH:33][CH2:32][CH2:31]1.C(O[BH-](OC(=O)C)OC(=O)C)(=O)C.[Na+]. Product: [CH2:1]([O:3][C:4]([C:6]1[S:10][C:9]([NH:11][C:12]2[CH:17]=[C:16]([CH2:18][N:33]3[CH2:34][CH2:35][N:30]([CH3:29])[CH2:31][CH2:32]3)[CH:15]=[CH:14][C:13]=2[N+:20]([O-:22])=[O:21])=[N:8][C:7]=1[C:23]1[CH:24]=[CH:25][CH:26]=[CH:27][CH:28]=1)=[O:5])[CH3:2]. The catalyst class is: 4. (5) Reactant: [Br:1][C:2]1[N:3]=[C:4]2[CH:9]=[C:8]([O:10][CH3:11])[C:7]([C:12]([O:14]C)=[O:13])=[CH:6][N:5]2[CH:16]=1.[OH-].[Na+].Cl. Product: [Br:1][C:2]1[N:3]=[C:4]2[CH:9]=[C:8]([O:10][CH3:11])[C:7]([C:12]([OH:14])=[O:13])=[CH:6][N:5]2[CH:16]=1. The catalyst class is: 14. (6) Reactant: [F:1][C:2]1[CH:7]=[C:6]([F:8])[CH:5]=[CH:4][C:3]=1[C:9]1[N:14]=[C:13]([N:15]2[CH2:20][CH2:19][N:18](C(OC(C)(C)C)=O)[CH2:17][CH2:16]2)[CH:12]=[CH:11][CH:10]=1. The catalyst class is: 617. Product: [F:1][C:2]1[CH:7]=[C:6]([F:8])[CH:5]=[CH:4][C:3]=1[C:9]1[N:14]=[C:13]([N:15]2[CH2:16][CH2:17][NH:18][CH2:19][CH2:20]2)[CH:12]=[CH:11][CH:10]=1. (7) Reactant: Br[C:2]1[CH:3]=[C:4]2[C:9](=[CH:10][CH:11]=1)[C:8](=[O:12])[NH:7][N:6]=[C:5]2[Cl:13].[C:14]([O:18][C:19]([N:21]1[CH2:28][CH:27]2[CH:23]([CH2:24][NH:25][CH2:26]2)[CH2:22]1)=[O:20])([CH3:17])([CH3:16])[CH3:15].C1C=CC(P([C:42]2[C:51]([C:52]3C(P(C4C=CC=CC=4)C4C=CC=CC=4)=CC=C4C=3C=CC=C4)=[C:50]3[C:45](C=CC=C3)=[CH:44][CH:43]=2)C2C=CC=CC=2)=CC=1.CC([O-])(C)C.[Na+].CC([N:84](C)C)=O. Product: [C:14]([O:18][C:19]([N:21]1[CH2:22][CH:23]2[CH:27]([CH2:26][N:25]([C:50]3[CH:45]=[CH:44][CH:43]=[CH:42][C:51]=3[CH2:52][NH:84][C:2]3[CH:3]=[C:4]4[C:9](=[CH:10][CH:11]=3)[C:8](=[O:12])[NH:7][N:6]=[C:5]4[Cl:13])[CH2:24]2)[CH2:28]1)=[O:20])([CH3:17])([CH3:15])[CH3:16]. The catalyst class is: 110. (8) Reactant: [N:1]1[C:10]2[C:5](=[CH:6][N:7]=[CH:8][C:9]=2[C:11]([OH:13])=O)[CH:4]=[CH:3][CH:2]=1.Cl.[CH3:15][O:16][CH2:17][CH:18]([C:20]1[CH:25]=[CH:24][C:23]([O:26][C:27]([F:30])([F:29])[F:28])=[CH:22][CH:21]=1)[NH2:19].O.ON1C2C=CC=CC=2N=N1.Cl.CN(C)CCCN=C=NCC.C(=O)([O-])O.[Na+]. Product: [CH3:15][O:16][CH2:17][CH:18]([NH:19][C:11]([C:9]1[CH:8]=[N:7][CH:6]=[C:5]2[C:10]=1[N:1]=[CH:2][CH:3]=[CH:4]2)=[O:13])[C:20]1[CH:21]=[CH:22][C:23]([O:26][C:27]([F:28])([F:30])[F:29])=[CH:24][CH:25]=1. The catalyst class is: 289. (9) Reactant: [NH2:1][C:2]1[C:10]([O:11][C:12]2[CH:17]=[CH:16][C:15]([F:18])=[CH:14][CH:13]=2)=[CH:9][CH:8]=[CH:7][C:3]=1[C:4]([OH:6])=O.[NH2:19][CH2:20][C:21]1([OH:36])[CH2:26][CH2:25][N:24]([C:27]([C:29]2[CH:34]=[CH:33][C:32]([F:35])=[CH:31][CH:30]=2)=[O:28])[CH2:23][CH2:22]1.CN(C(ON1N=NC2C=CC=NC1=2)=[N+](C)C)C.F[P-](F)(F)(F)(F)F.CCN(C(C)C)C(C)C. Product: [NH2:1][C:2]1[C:10]([O:11][C:12]2[CH:17]=[CH:16][C:15]([F:18])=[CH:14][CH:13]=2)=[CH:9][CH:8]=[CH:7][C:3]=1[C:4]([NH:19][CH2:20][C:21]1([OH:36])[CH2:26][CH2:25][N:24]([C:27](=[O:28])[C:29]2[CH:34]=[CH:33][C:32]([F:35])=[CH:31][CH:30]=2)[CH2:23][CH2:22]1)=[O:6]. The catalyst class is: 4. (10) Reactant: [C:1](/[C:4](/[N:7]([CH2:13][CH3:14])[C:8](=O)[CH2:9][CH2:10][CH3:11])=[CH:5]\[NH2:6])(=[O:3])[CH3:2].[OH-].[Na+].[NH4+].[Cl-]. Product: [CH2:13]([N:7]1[C:4]([C:1](=[O:3])[CH3:2])=[CH:5][N:6]=[C:8]1[CH2:9][CH2:10][CH3:11])[CH3:14]. The catalyst class is: 14.